Dataset: Catalyst prediction with 721,799 reactions and 888 catalyst types from USPTO. Task: Predict which catalyst facilitates the given reaction. (1) Reactant: Cl[C:2]1[N:3]=[CH:4][C:5]2[NH:11][C:10](=[O:12])[C:9]([F:14])([F:13])[CH2:8][N:7]([CH:15]3[CH2:19][CH2:18][CH2:17][CH2:16]3)[C:6]=2[N:20]=1.[NH2:21][C:22]1[CH:30]=[CH:29][C:25]([C:26]([OH:28])=[O:27])=[CH:24][CH:23]=1.Cl. Product: [CH:15]1([N:7]2[CH2:8][C:9]([F:14])([F:13])[C:10](=[O:12])[NH:11][C:5]3[CH:4]=[N:3][C:2]([NH:21][C:22]4[CH:30]=[CH:29][C:25]([C:26]([OH:28])=[O:27])=[CH:24][CH:23]=4)=[N:20][C:6]2=3)[CH2:19][CH2:18][CH2:17][CH2:16]1. The catalyst class is: 8. (2) Product: [C:15]1([S:21]([N:9]2[C:10]3[C:2]([F:1])=[CH:3][CH:4]=[C:5]([CH:11]=[O:12])[C:6]=3[CH:7]=[N:8]2)(=[O:23])=[O:22])[CH:20]=[CH:19][CH:18]=[CH:17][CH:16]=1. The catalyst class is: 1. Reactant: [F:1][C:2]1[C:10]2[NH:9][N:8]=[CH:7][C:6]=2[C:5]([CH:11]=[O:12])=[CH:4][CH:3]=1.[H-].[Na+].[C:15]1([S:21](Cl)(=[O:23])=[O:22])[CH:20]=[CH:19][CH:18]=[CH:17][CH:16]=1.